This data is from Reaction yield outcomes from USPTO patents with 853,638 reactions. The task is: Predict the reaction yield, written as a fraction of the theoretical maximum amount of product (1.0 means a 100% yield; for example, 0.34 means a 34% yield). (1) The reactants are [F:1][C:2]1[C:3]([C:15]([F:18])([F:17])[F:16])=[CH:4][C:5]([C:9]2[CH:14]=[CH:13][N:12]=[N:11][CH:10]=2)=[C:6]([OH:8])[CH:7]=1.[Cl:19][C:20]1[C:21](F)=[CH:22][C:23]([F:28])=[C:24]([CH:27]=1)[C:25]#[N:26].C(=O)([O-])[O-].[K+].[K+]. The product is [Cl:19][C:20]1[C:21]([O:8][C:6]2[CH:7]=[C:2]([F:1])[C:3]([C:15]([F:16])([F:18])[F:17])=[CH:4][C:5]=2[C:9]2[CH:14]=[CH:13][N:12]=[N:11][CH:10]=2)=[CH:22][C:23]([F:28])=[C:24]([CH:27]=1)[C:25]#[N:26]. The yield is 0.620. The catalyst is CC(C)=O. (2) The product is [O:9]=[C:8]1[CH:2]([NH:1][C:21](=[O:22])[O:23][C:24]([CH3:27])([CH3:26])[CH3:25])[CH2:3][S:4][CH2:5][CH2:6][NH:7]1. The yield is 0.710. The catalyst is C(Cl)(Cl)Cl. The reactants are [NH2:1][CH:2]1[C:8](=[O:9])[NH:7][C:6]2C=CC=C[C:5]=2[S:4][CH2:3]1.C(N(CC)CC)C.[C:21](O[C:21]([O:23][C:24]([CH3:27])([CH3:26])[CH3:25])=[O:22])([O:23][C:24]([CH3:27])([CH3:26])[CH3:25])=[O:22].